From a dataset of Full USPTO retrosynthesis dataset with 1.9M reactions from patents (1976-2016). Predict the reactants needed to synthesize the given product. (1) Given the product [Cl:7][C:8]1[CH:19]=[CH:18][C:17]([F:20])=[CH:16][C:9]=1[CH2:10][NH:11][C:12]([NH:14][N:15]=[C:2]([CH3:4])[C:1]([O:6][CH3:26])=[O:5])=[S:13], predict the reactants needed to synthesize it. The reactants are: [C:1]([OH:6])(=[O:5])[C:2]([CH3:4])=O.[Cl:7][C:8]1[CH:19]=[CH:18][C:17]([F:20])=[CH:16][C:9]=1[CH2:10][NH:11][C:12]([NH:14][NH2:15])=[S:13].OS(O)(=O)=O.[CH3:26]O. (2) Given the product [Br:17][C:18]1[CH:23]=[CH:22][CH:21]=[C:20]([O:24][CH2:12][C:13]([F:16])([F:15])[F:14])[CH:19]=1, predict the reactants needed to synthesize it. The reactants are: CC1C=CC(S(O[CH2:12][C:13]([F:16])([F:15])[F:14])(=O)=O)=CC=1.[Br:17][C:18]1[CH:19]=[C:20]([OH:24])[CH:21]=[CH:22][CH:23]=1.[OH-].[Na+]. (3) Given the product [CH2:14]([C:12]1[CH:11]=[C:10]([Sn:17]([CH3:20])([CH3:19])[CH3:18])[N:9]=[C:8]([C:1]#[N:2])[N:13]=1)[CH2:15][CH3:16], predict the reactants needed to synthesize it. The reactants are: [C-:1]#[N:2].[Na+].CS([C:8]1[N:13]=[C:12]([CH2:14][CH2:15][CH3:16])[CH:11]=[C:10]([Sn:17]([CH3:20])([CH3:19])[CH3:18])[N:9]=1)(=O)=O. (4) Given the product [C:1]([C:5]1[CH:6]=[CH:7][C:8]([NH:11][C:12]2[C:21]3[C:16](=[CH:17][C:18]([C:22]4[C:27]([C:28]([F:31])([F:30])[F:29])=[CH:26][CH:25]=[CH:24][N:23]=4)=[CH:19][CH:20]=3)[N:15]=[C:14]([CH2:32][O:33][P:34](=[O:35])([OH:43])[OH:51])[N:13]=2)=[CH:9][CH:10]=1)([CH3:4])([CH3:2])[CH3:3], predict the reactants needed to synthesize it. The reactants are: [C:1]([C:5]1[CH:10]=[CH:9][C:8]([NH:11][C:12]2[C:21]3[C:16](=[CH:17][C:18]([C:22]4[C:27]([C:28]([F:31])([F:30])[F:29])=[CH:26][CH:25]=[CH:24][N:23]=4)=[CH:19][CH:20]=3)[N:15]=[C:14]([CH2:32][O:33][P:34](=[O:51])([O:43]CC3C=CC=CC=3)[O:35]CC3C=CC=CC=3)[N:13]=2)=[CH:7][CH:6]=1)([CH3:4])([CH3:3])[CH3:2].[H][H]. (5) Given the product [CH3:13][C:8]1[CH:7]=[C:6]([CH:11]=[C:10]([CH3:12])[CH:9]=1)[O:5][CH2:4][CH2:3][CH2:2][C:22]([CH3:23])([CH3:26])[C:16]#[N:18], predict the reactants needed to synthesize it. The reactants are: Br[CH2:2][CH2:3][CH2:4][O:5][C:6]1[CH:11]=[C:10]([CH3:12])[CH:9]=[C:8]([CH3:13])[CH:7]=1.[Li+].C[CH:16]([N-:18]C(C)C)C.[CH2:22]1[CH2:26]OC[CH2:23]1. (6) Given the product [C:8]1([C:6]2[CH:5]=[CH:4][N:3]=[C:2]([NH:14][C:15]3[CH:16]=[CH:17][C:18]([CH2:21][C:22]([OH:24])=[O:23])=[CH:19][CH:20]=3)[N:7]=2)[CH:13]=[CH:12][CH:11]=[CH:10][CH:9]=1, predict the reactants needed to synthesize it. The reactants are: Cl[C:2]1[N:7]=[C:6]([C:8]2[CH:13]=[CH:12][CH:11]=[CH:10][CH:9]=2)[CH:5]=[CH:4][N:3]=1.[NH2:14][C:15]1[CH:20]=[CH:19][C:18]([CH2:21][C:22]([OH:24])=[O:23])=[CH:17][CH:16]=1.C(N(C(C)C)CC)(C)C.C1COCC1. (7) Given the product [CH3:16][C:2]1([CH3:1])[C:6]2[CH:7]=[C:8]([C:11](=[O:15])[CH:12]([CH3:13])[CH3:14])[CH:9]=[CH:10][C:5]=2[O:4][CH2:3]1, predict the reactants needed to synthesize it. The reactants are: [CH3:1][C:2]1([CH3:16])[C:6]2[CH:7]=[C:8]([CH:11]([OH:15])[CH:12]([CH3:14])[CH3:13])[CH:9]=[CH:10][C:5]=2[O:4][CH2:3]1.[Cr](Cl)([O-])(=O)=O.[NH+]1C=CC=CC=1.